Dataset: Reaction yield outcomes from USPTO patents with 853,638 reactions. Task: Predict the reaction yield, written as a fraction of the theoretical maximum amount of product (1.0 means a 100% yield; for example, 0.34 means a 34% yield). (1) The reactants are [Cl:1][C:2]1[C:6]2[CH:7]=[CH:8][CH:9]=[CH:10][C:5]=2[O:4][C:3]=1[CH:11]=O.[CH3:13][NH2:14].[BH4-].[Na+]. The catalyst is CO. The product is [Cl:1][C:2]1[C:6]2[CH:7]=[CH:8][CH:9]=[CH:10][C:5]=2[O:4][C:3]=1[CH2:11][NH:14][CH3:13]. The yield is 0.820. (2) The reactants are CC([O-])(C)C.[K+].[C:7]([CH2:9][C:10]([NH2:12])=[O:11])#[N:8].[CH3:13][C:14](=O)/[CH:15]=[CH:16]/[CH2:17][CH3:18].N#N.O=O. The catalyst is CC#N.Cl. The product is [CH2:14]([C:15]1[NH:12][C:10](=[O:11])[C:9]([C:7]#[N:8])=[C:17]([CH3:18])[CH:16]=1)[CH3:13]. The yield is 0.210. (3) The reactants are [C:1]([O:6][CH2:7][CH3:8])(=[O:5])[CH:2]([CH3:4])[CH3:3].[Li+].CC([N-]C(C)C)C.Br[CH2:18][CH2:19][CH2:20][CH2:21][CH2:22][Br:23].[NH4+].[Cl-].Cl. The catalyst is C1COCC1.CN1C(=O)N(C)CCC1. The product is [Br:23][CH2:22][CH2:21][CH2:20][CH2:19][CH2:18][C:2]([CH3:4])([CH3:3])[C:1]([O:6][CH2:7][CH3:8])=[O:5]. The yield is 0.320.